Dataset: Forward reaction prediction with 1.9M reactions from USPTO patents (1976-2016). Task: Predict the product of the given reaction. Given the reactants [O:1]=[C:2]1[NH:19][C:18]2[CH:20]=[CH:21][CH:22]=[CH:23][C:17]=2[C:4]2([CH2:9][CH2:8][N:7](C(OC(C)(C)C)=O)[CH2:6][CH2:5]2)[O:3]1.FC(F)(F)C(O)=O, predict the reaction product. The product is: [NH:7]1[CH2:6][CH2:5][C:4]2([O:3][C:2](=[O:1])[NH:19][C:18]3[CH:20]=[CH:21][CH:22]=[CH:23][C:17]2=3)[CH2:9][CH2:8]1.